From a dataset of Full USPTO retrosynthesis dataset with 1.9M reactions from patents (1976-2016). Predict the reactants needed to synthesize the given product. (1) Given the product [CH:9]1([NH:8][C:6]2[C:5]([NH2:12])=[CH:4][N:3]=[C:2]([NH:29][CH2:28][CH2:27][C:23]3[S:22][CH:26]=[CH:25][CH:24]=3)[N:7]=2)[CH2:11][CH2:10]1, predict the reactants needed to synthesize it. The reactants are: Cl[C:2]1[N:7]=[C:6]([NH:8][CH:9]2[CH2:11][CH2:10]2)[C:5]([N+:12]([O-])=O)=[CH:4][N:3]=1.C(N(CC)CC)C.[S:22]1[CH:26]=[CH:25][CH:24]=[C:23]1[CH2:27][CH2:28][NH2:29].S(S([O-])=O)([O-])=O.[Na+].[Na+].C(=O)([O-])O.[Na+]. (2) Given the product [CH3:4][O:3][C:2]1[C:1]([O:9][CH3:10])=[CH:8][CH:7]=[CH:6][C:5]=1[C:18]([C:19]1[CH:24]=[CH:23][N:22]=[CH:21][CH:20]=1)=[O:25], predict the reactants needed to synthesize it. The reactants are: [C:1]1([O:9][CH3:10])[C:2](=[CH:5][CH:6]=[CH:7][CH:8]=1)[O:3][CH3:4].[Li]CCCC.CN(OC)[C:18](=[O:25])[C:19]1[CH:24]=[CH:23][N:22]=[CH:21][CH:20]=1. (3) Given the product [Cl:1][C:2]1[CH:10]=[C:9]2[C:5]([CH:6]=[N:7][NH:8]2)=[CH:4][C:3]=1[NH:11][C:12]([C:13]1[CH:23]([C:22]2[CH:25]=[CH:26][C:19]([F:18])=[CH:20][CH:21]=2)[NH:27][C:28](=[O:29])[NH:30][C:14]=1[CH3:15])=[O:17], predict the reactants needed to synthesize it. The reactants are: [Cl:1][C:2]1[CH:10]=[C:9]2[C:5]([CH:6]=[N:7][NH:8]2)=[CH:4][C:3]=1[NH:11][C:12](=[O:17])[CH2:13][C:14](=O)[CH3:15].[F:18][C:19]1[CH:26]=[CH:25][C:22]([CH:23]=O)=[CH:21][CH:20]=1.[NH2:27][C:28]([NH2:30])=[O:29].[O-]S(C(F)(F)F)(=O)=O.[Yb+3].[O-]S(C(F)(F)F)(=O)=O.[O-]S(C(F)(F)F)(=O)=O. (4) Given the product [S:17]([O:4][CH2:3][C:2]([CH3:1])([N+:7]([O-:9])=[O:8])[CH2:5][O:6][S:17]([C:16]1[CH:15]=[CH:24][C:23]([CH3:25])=[CH:22][CH:21]=1)(=[O:19])=[O:18])([C:20]1[CH:26]=[CH:25][C:23]([CH3:24])=[CH:22][CH:21]=1)(=[O:19])=[O:18], predict the reactants needed to synthesize it. The reactants are: [CH3:1][C:2]([N+:7]([O-:9])=[O:8])([CH2:5][OH:6])[CH2:3][OH:4].C(N([CH2:15][CH3:16])CC)C.[S:17](Cl)([C:20]1[CH:26]=[CH:25][C:23]([CH3:24])=[CH:22][CH:21]=1)(=[O:19])=[O:18]. (5) Given the product [F:8][C:5]1[CH:6]=[CH:7][C:2]2[NH:1][C:18](=[O:19])[CH2:17][O:9][C:3]=2[CH:4]=1, predict the reactants needed to synthesize it. The reactants are: [NH2:1][C:2]1[CH:7]=[CH:6][C:5]([F:8])=[CH:4][C:3]=1[OH:9].C([O-])([O-])=O.[K+].[K+].Cl[CH2:17][C:18](Cl)=[O:19]. (6) The reactants are: [C:1]([C:3]1[CH:8]=[CH:7][C:6](B(O)O)=[CH:5][C:4]=1[F:12])#[N:2].Br[C:14]1[CH:15]=[C:16]([CH:18]=[CH:19][CH:20]=1)[NH2:17].[O-]P([O-])([O-])=O.[K+].[K+].[K+].C1(P(C2CCCCC2)C2CCCCC2)CCCCC1. Given the product [C:1]([C:3]1[CH:8]=[CH:7][C:6]([C:14]2[CH:20]=[CH:19][CH:18]=[C:16]([NH2:17])[CH:15]=2)=[CH:5][C:4]=1[F:12])#[N:2], predict the reactants needed to synthesize it. (7) The reactants are: [CH3:1][O:2][C:3](=[O:35])[CH2:4][N:5]([S:13]([C:16]1[CH:21]=[CH:20][CH:19]=[CH:18][C:17]=1[C:22]([C:24]1[CH:32]=[C:31]([O:33][CH3:34])[C:27]2[O:28][CH2:29][O:30][C:26]=2[CH:25]=1)=O)(=[O:15])=[O:14])[C:6]1[CH:11]=[CH:10][CH:9]=[CH:8][C:7]=1[CH3:12].ClCCl.C(N(CC)CC)C.P([O-])([O-])([O-])=O.[NH4+].[NH4+].[NH4+]. Given the product [CH3:1][O:2][C:3]([C:4]1[N:5]([C:6]2[CH:11]=[CH:10][CH:9]=[CH:8][C:7]=2[CH3:12])[S:13](=[O:14])(=[O:15])[C:16]2[CH:21]=[CH:20][CH:19]=[CH:18][C:17]=2[C:22]=1[C:24]1[CH:32]=[C:31]([O:33][CH3:34])[C:27]2[O:28][CH2:29][O:30][C:26]=2[CH:25]=1)=[O:35], predict the reactants needed to synthesize it. (8) Given the product [N+:1]([C:4]1[CH:5]=[C:6]2[C:10](=[CH:11][CH:12]=1)[N:9]([CH2:20][CH2:21][CH3:22])[C:8]([C:13]([O:15][CH2:16][CH3:17])=[O:14])=[CH:7]2)([O-:3])=[O:2], predict the reactants needed to synthesize it. The reactants are: [N+:1]([C:4]1[CH:5]=[C:6]2[C:10](=[CH:11][CH:12]=1)[NH:9][C:8]([C:13]([O:15][CH2:16][CH3:17])=[O:14])=[CH:7]2)([O-:3])=[O:2].[H-].[Na+].[CH2:20](I)[CH2:21][CH3:22].O. (9) Given the product [CH:5]1[N:6]=[CH:7][N:8]2[CH2:13][CH2:12][O:11][CH:10]([C:14]3[CH:15]=[CH:16][C:17]([C:18]([N:25]([O:26][CH3:27])[CH3:24])=[O:20])=[CH:21][CH:22]=3)[C:9]=12, predict the reactants needed to synthesize it. The reactants are: S(Cl)(Cl)=O.[CH:5]1[N:6]=[CH:7][N:8]2[CH2:13][CH2:12][O:11][CH:10]([C:14]3[CH:22]=[CH:21][C:17]([C:18]([OH:20])=O)=[CH:16][CH:15]=3)[C:9]=12.Cl.[CH3:24][NH:25][O:26][CH3:27].C(N(C(C)C)CC)(C)C. (10) Given the product [NH2:29][C:30]1[N:35]=[CH:34][C:33]([C:36]([NH:24][C:18]2[N:17]3[CH2:25][CH2:26][N:27]=[C:16]3[C:15]3[CH:14]=[CH:13][C:12]([O:11][CH2:10][CH2:9][CH2:8][N:5]4[CH2:6][CH2:7][S:2](=[O:1])(=[O:28])[CH2:3][CH2:4]4)=[C:21]([O:22][CH3:23])[C:20]=3[N:19]=2)=[O:37])=[CH:32][N:31]=1, predict the reactants needed to synthesize it. The reactants are: [O:1]=[S:2]1(=[O:28])[CH2:7][CH2:6][N:5]([CH2:8][CH2:9][CH2:10][O:11][C:12]2[CH:13]=[CH:14][C:15]3[C:16]4[N:17]([CH2:25][CH2:26][N:27]=4)[C:18]([NH2:24])=[N:19][C:20]=3[C:21]=2[O:22][CH3:23])[CH2:4][CH2:3]1.[NH2:29][C:30]1[N:35]=[CH:34][C:33]([C:36](O)=[O:37])=[CH:32][N:31]=1.